Dataset: Reaction yield outcomes from USPTO patents with 853,638 reactions. Task: Predict the reaction yield, written as a fraction of the theoretical maximum amount of product (1.0 means a 100% yield; for example, 0.34 means a 34% yield). (1) The reactants are [C:1]1([CH2:7][N:8]2[C:20]3[CH:19]=[CH:18][CH:17]=[C:16]([OH:21])[C:15]=3[C:14]3[C:9]2=[CH:10][CH:11]=[CH:12][C:13]=3[C:22](=[O:24])[NH2:23])[CH:6]=[CH:5][CH:4]=[CH:3][CH:2]=1.Br[CH2:26][C:27]([O:29][CH3:30])=[O:28]. The catalyst is CN(C=O)C.C(OCC)(=O)C. The product is [C:1]1([CH2:7][N:8]2[C:20]3[CH:19]=[CH:18][CH:17]=[C:16]([O:21][CH2:26][C:27]([O:29][CH3:30])=[O:28])[C:15]=3[C:14]3[C:9]2=[CH:10][CH:11]=[CH:12][C:13]=3[C:22](=[O:24])[NH2:23])[CH:6]=[CH:5][CH:4]=[CH:3][CH:2]=1. The yield is 0.540. (2) The reactants are [C:1]([O:5][C:6]([NH:8][C@@H:9]([CH2:13][CH2:14][C:15]([O:17][CH3:18])=[O:16])[C:10](O)=[O:11])=[O:7])([CH3:4])([CH3:3])[CH3:2].CN1CCOCC1.ClC(OCC)=O.[BH4-].[Na+].OS([O-])(=O)=O.[K+]. The product is [C:1]([O:5][C:6]([NH:8][C@H:9]([CH2:10][OH:11])[CH2:13][CH2:14][C:15]([O:17][CH3:18])=[O:16])=[O:7])([CH3:3])([CH3:2])[CH3:4]. The catalyst is C1COCC1.CO. The yield is 0.720. (3) The reactants are Cl[C:2]1[CH:7]=[CH:6][C:5]([N+:8]([O-:10])=[O:9])=[CH:4][C:3]=1[S:11]([NH2:14])(=[O:13])=[O:12].C(=O)([O-])[O-].[NH4+:19].[NH4+]. The catalyst is [OH-].[NH4+].S([O-])([O-])(=O)=O.[Cu+2]. The product is [NH2:19][C:2]1[CH:7]=[CH:6][C:5]([N+:8]([O-:10])=[O:9])=[CH:4][C:3]=1[S:11]([NH2:14])(=[O:13])=[O:12]. The yield is 0.365. (4) The reactants are Cl[C:2]([F:7])([F:6])C([O-])=O.[Na+].[OH:9][C:10]1[CH:17]=[CH:16][C:13]([CH:14]=[O:15])=[CH:12][C:11]=1[CH3:18].C(=O)([O-])[O-].[K+].[K+]. The catalyst is CN(C=O)C.O. The product is [F:7][CH:2]([F:6])[O:9][C:10]1[CH:17]=[CH:16][C:13]([CH:14]=[O:15])=[CH:12][C:11]=1[CH3:18]. The yield is 0.630. (5) The reactants are C1(O)CCCCCCCCCCCC=C1.[C:16]([O:19][CH:20]1[CH2:32][CH2:31][CH2:30][CH2:29][CH2:28][CH2:27][CH2:26][CH:25]([O:33][Si](CC)(CC)CC)[CH:24]=[CH:23][CH2:22][CH2:21]1)(=[O:18])[CH3:17].[N+](CCCC)(CCCC)(CCCC)CCCC.[F-]. No catalyst specified. The product is [C:16]([O:19][CH:20]1[CH2:32][CH2:31][CH2:30][CH2:29][CH2:28][CH2:27][CH2:26][CH:25]([OH:33])[CH:24]=[CH:23][CH2:22][CH2:21]1)(=[O:18])[CH3:17]. The yield is 0.990. (6) The reactants are [C:1]([O:5][C:6]([NH:8][C:9]1[CH:14]=[CH:13][C:12]([C:15]2[N:19]3[N:20]=[C:21](Cl)[CH:22]=[C:23]([C:24]([O:26][C:27]([CH3:30])([CH3:29])[CH3:28])=[O:25])[C:18]3=[N:17][N:16]=2)=[CH:11][CH:10]=1)=[O:7])([CH3:4])([CH3:3])[CH3:2].CCO.CC([O-])=O.[Na+]. The catalyst is [Pd].CO. The product is [C:1]([O:5][C:6]([NH:8][C:9]1[CH:10]=[CH:11][C:12]([C:15]2[N:19]3[N:20]=[CH:21][CH:22]=[C:23]([C:24]([O:26][C:27]([CH3:30])([CH3:29])[CH3:28])=[O:25])[C:18]3=[N:17][N:16]=2)=[CH:13][CH:14]=1)=[O:7])([CH3:4])([CH3:3])[CH3:2]. The yield is 0.540. (7) The reactants are [H-].[H-].[H-].[H-].[Li+].[Al+3].C(OC(C1NC2C(C=1)=C([N+]([O-])=O)C=CC=2)=O)C.C(O[C:27]([C:29]1[NH:30][C:31]2[C:36]([CH:37]=1)=[CH:35][CH:34]=[C:33]([N+:38]([O-])=O)[CH:32]=2)=O)C.[OH-].[Na+]. The catalyst is C1COCC1.O. The product is [CH3:27][C:29]1[NH:30][C:31]2[C:36]([CH:37]=1)=[CH:35][CH:34]=[C:33]([NH2:38])[CH:32]=2. The yield is 0.0800. (8) The product is [CH:1]([N:4]1[C:8]([C:9]2[S:10][C:11]3[CH2:12][CH2:13][O:14][C:15]4[CH:22]=[C:21]([C:29]5[CH:28]=[CH:27][N:26]=[C:25]([F:24])[CH:30]=5)[CH:20]=[CH:19][C:16]=4[C:17]=3[N:18]=2)=[N:7][CH:6]=[N:5]1)([CH3:3])[CH3:2]. The reactants are [CH:1]([N:4]1[C:8]([C:9]2[S:10][C:11]3[CH2:12][CH2:13][O:14][C:15]4[CH:22]=[C:21](Br)[CH:20]=[CH:19][C:16]=4[C:17]=3[N:18]=2)=[N:7][CH:6]=[N:5]1)([CH3:3])[CH3:2].[F:24][C:25]1[CH:30]=[C:29](B(O)O)[CH:28]=[CH:27][N:26]=1. The yield is 0.300. No catalyst specified. (9) The reactants are O=[C:2]1[CH2:6][CH2:5][CH:4]([C:7]2[C:15]3[C:10](=[CH:11][CH:12]=[C:13]([C:16]#[N:17])[CH:14]=3)[NH:9][CH:8]=2)[CH2:3]1.[CH3:18][NH:19][CH3:20].C(O[BH-](OC(=O)C)OC(=O)C)(=O)C.[Na+].Cl.C(=O)([O-])[O-].[Na+].[Na+]. The catalyst is CCO.O. The product is [CH3:18][N:19]([CH3:20])[CH:2]1[CH2:6][CH2:5][CH:4]([C:7]2[C:15]3[C:10](=[CH:11][CH:12]=[C:13]([C:16]#[N:17])[CH:14]=3)[NH:9][CH:8]=2)[CH2:3]1. The yield is 1.00. (10) The reactants are [F:1][C:2]([F:7])([F:6])[C:3]([OH:5])=[O:4].[F:8][C:9]([F:14])([F:13])[C:10]([OH:12])=[O:11].[Cl:15][C:16]1[CH:17]=[N:18][C:19]2[NH:20][C:21]3[CH:22]=[N:23][CH:24]=[C:25]([CH:47]=3)[CH2:26][CH2:27][C:28]3[CH:36]=[C:32]([NH:33][C:34]=1[N:35]=2)[CH:31]=[CH:30][C:29]=3[NH:37][C:38](=[O:46])[CH2:39][CH:40]1[CH2:45][CH2:44][NH:43][CH2:42][CH2:41]1.[CH3:48][C:49]1[CH:53]=[CH:52][O:51][C:50]=1[C:54](O)=[O:55]. No catalyst specified. The product is [F:1][C:2]([F:7])([F:6])[C:3]([OH:5])=[O:4].[F:8][C:9]([F:14])([F:13])[C:10]([OH:12])=[O:11].[Cl:15][C:16]1[CH:17]=[N:18][C:19]2[NH:20][C:21]3[CH:22]=[N:23][CH:24]=[C:25]([CH:47]=3)[CH2:26][CH2:27][C:28]3[CH:36]=[C:32]([NH:33][C:34]=1[N:35]=2)[CH:31]=[CH:30][C:29]=3[NH:37][C:38](=[O:46])[CH2:39][CH:40]1[CH2:45][CH2:44][N:43]([C:54]([C:50]2[O:51][CH:52]=[CH:53][C:49]=2[CH3:48])=[O:55])[CH2:42][CH2:41]1. The yield is 0.510.